This data is from Forward reaction prediction with 1.9M reactions from USPTO patents (1976-2016). The task is: Predict the product of the given reaction. (1) Given the reactants [F:1][C:2]1[CH:3]=[C:4]([C:14]2[CH:19]=[C:18]([C:20]([F:23])([F:22])[F:21])[CH:17]=[CH:16][C:15]=2[O:24][CH2:25][C:26]([O:28]C)=[O:27])[CH:5]=[CH:6][C:7]=1[S:8]([CH:11]([CH3:13])[CH3:12])(=[O:10])=[O:9].C1COCC1.CO, predict the reaction product. The product is: [F:1][C:2]1[CH:3]=[C:4]([C:14]2[CH:19]=[C:18]([C:20]([F:23])([F:22])[F:21])[CH:17]=[CH:16][C:15]=2[O:24][CH2:25][C:26]([OH:28])=[O:27])[CH:5]=[CH:6][C:7]=1[S:8]([CH:11]([CH3:13])[CH3:12])(=[O:10])=[O:9]. (2) Given the reactants [Cl:1][C:2]1[C:12]2[NH:11][C:10](=S)[C@@H:9]([CH2:14][C:15]([O:17][CH2:18][CH3:19])=[O:16])[O:8][C@H:7]([C:20]3[CH:25]=[CH:24][CH:23]=[C:22]([O:26][CH3:27])[C:21]=3[O:28][CH3:29])[C:6]=2[CH:5]=[CH:4][CH:3]=1.O.[NH2:31][NH2:32].[F:33][C:34]([F:45])([F:44])[C:35](O[C:35](=O)[C:34]([F:45])([F:44])[F:33])=O.FC(F)(F)C(O)=O, predict the reaction product. The product is: [Cl:1][C:2]1[C:12]2[N:11]3[C:35]([C:34]([F:45])([F:44])[F:33])=[N:31][N:32]=[C:10]3[C@@H:9]([CH2:14][C:15]([O:17][CH2:18][CH3:19])=[O:16])[O:8][C@H:7]([C:20]3[CH:25]=[CH:24][CH:23]=[C:22]([O:26][CH3:27])[C:21]=3[O:28][CH3:29])[C:6]=2[CH:5]=[CH:4][CH:3]=1. (3) Given the reactants O[CH2:2][C:3]1[CH:8]=[C:7]([C:9]2[CH:10]=[C:11]([C:15]3[CH2:21][C:20](=[O:22])[NH:19][C:18]4[CH:23]=[C:24]([C:28]([F:31])([F:30])[F:29])[C:25]([CH3:27])=[CH:26][C:17]=4[N:16]=3)[CH:12]=[CH:13][CH:14]=2)[CH:6]=[CH:5][N:4]=1.S(Cl)(Cl)=O.[CH2:36]([NH:40][CH3:41])[CH:37]([CH3:39])[CH3:38], predict the reaction product. The product is: [CH2:36]([N:40]([CH2:2][C:3]1[CH:8]=[C:7]([C:9]2[CH:10]=[C:11]([C:15]3[CH2:21][C:20](=[O:22])[NH:19][C:18]4[CH:23]=[C:24]([C:28]([F:31])([F:30])[F:29])[C:25]([CH3:27])=[CH:26][C:17]=4[N:16]=3)[CH:12]=[CH:13][CH:14]=2)[CH:6]=[CH:5][N:4]=1)[CH3:41])[CH:37]([CH3:39])[CH3:38]. (4) Given the reactants Cl[C:2]1[N:7]=[C:6]([C:8]2[CH:13]=[CH:12][C:11]([C:14]([F:17])([F:16])[F:15])=[CH:10][CH:9]=2)[CH:5]=[C:4]([C:18]([F:21])([F:20])[F:19])[N:3]=1.[N:22]1[CH:27]=[CH:26][C:25](B(O)O)=[CH:24][CH:23]=1, predict the reaction product. The product is: [N:22]1[CH:27]=[CH:26][C:25]([C:2]2[N:3]=[C:4]([C:18]([F:21])([F:20])[F:19])[CH:5]=[C:6]([C:8]3[CH:13]=[CH:12][C:11]([C:14]([F:17])([F:16])[F:15])=[CH:10][CH:9]=3)[N:7]=2)=[CH:24][CH:23]=1. (5) The product is: [OH:1][C:2]1[CH:9]=[CH:8][C:5]([CH:6]2[CH:32]([C:33]3[CH:34]=[CH:35][C:36]([O:39][CH:40]4[CH2:45][CH2:44][CH2:43][CH2:42][O:41]4)=[CH:37][CH:38]=3)[C:31](=[O:46])[C:19]3[CH:20]=[CH:21][C:22]([O:24][CH:25]4[CH2:30][CH2:29][CH2:28][CH2:27][O:26]4)=[CH:23][C:18]=3[O:7]2)=[CH:4][CH:3]=1. Given the reactants [OH:1][C:2]1[CH:9]=[CH:8][C:5]([CH:6]=[O:7])=[CH:4][CH:3]=1.N1CCCCC1.O.O[C:18]1[CH:23]=[C:22]([O:24][CH:25]2[CH2:30][CH2:29][CH2:28][CH2:27][O:26]2)[CH:21]=[CH:20][C:19]=1[C:31](=[O:46])[CH2:32][C:33]1[CH:38]=[CH:37][C:36]([O:39][CH:40]2[CH2:45][CH2:44][CH2:43][CH2:42][O:41]2)=[CH:35][CH:34]=1, predict the reaction product. (6) Given the reactants Br[C:2]1[CH:3]=[CH:4][C:5](F)=[C:6]([CH:9]=1)[CH:7]=[O:8].[C:11]1([OH:17])[CH:16]=[CH:15][CH:14]=[CH:13][CH:12]=1.[Br:18]C1C=CC=C(C=1)OC1C=CC=CC=1C#N.CO[C@@H]1[C@@H](C(OC)=O)[C@@H]2[C@@H](CN3[C@H](C2)C2NC4C=C(OC)C=CC=4C=2CC3)C[C@H]1OC(C1C=C(OC)C(OC)=C(OC)C=1)=O, predict the reaction product. The product is: [Br:18][C:3]1[CH:2]=[CH:9][C:6]([CH:7]=[O:8])=[C:5]([O:17][C:11]2[CH:16]=[CH:15][CH:14]=[CH:13][CH:12]=2)[CH:4]=1. (7) Given the reactants Cl.[F:2][C:3]([F:23])([F:22])[C:4]1[CH:21]=[CH:20][CH:19]=[CH:18][C:5]=1[CH:6]([O:13][CH:14]1[CH2:17][NH:16][CH2:15]1)[C:7]1[CH:12]=[CH:11][CH:10]=[CH:9][CH:8]=1.[N-:24]=[C:25]=[O:26], predict the reaction product. The product is: [F:23][C:3]([F:2])([F:22])[C:4]1[CH:21]=[CH:20][CH:19]=[CH:18][C:5]=1[CH:6]([O:13][CH:14]1[CH2:17][N:16]([C:25]([NH:24][CH:4]([CH2:5][CH3:6])[CH3:3])=[O:26])[CH2:15]1)[C:7]1[CH:8]=[CH:9][CH:10]=[CH:11][CH:12]=1.